This data is from CYP1A2 inhibition data for predicting drug metabolism from PubChem BioAssay. The task is: Regression/Classification. Given a drug SMILES string, predict its absorption, distribution, metabolism, or excretion properties. Task type varies by dataset: regression for continuous measurements (e.g., permeability, clearance, half-life) or binary classification for categorical outcomes (e.g., BBB penetration, CYP inhibition). Dataset: cyp1a2_veith. (1) The compound is O=C(CCCc1ccccc1)N1CCN(c2ccc([N+](=O)[O-])cc2)CC1. The result is 0 (non-inhibitor). (2) The compound is CCCCNC(=O)NS(=O)(=O)c1cnccc1Sc1ccc(Cl)cc1. The result is 0 (non-inhibitor). (3) The drug is O=C1CCCc2ccccc2N1Cc1ccccc1Cl. The result is 1 (inhibitor). (4) The molecule is CC1=NOC(=O)/C1=C\c1ccc(-c2ccc(Cl)cc2Cl)o1. The result is 1 (inhibitor). (5) The compound is Cc1cc(NC(=O)c2cccc(F)c2)no1. The result is 1 (inhibitor). (6) The compound is CC(=O)OC[C@H]1O[C@@H](CCO/N=C2\[C@@H]3CCn4c(=O)n(-c5ccccc5)c(=O)n4[C@H]3[C@H](O)[C@H]3O[C@H]23)C=C[C@@H]1OC(C)=O. The result is 0 (non-inhibitor).